From a dataset of Catalyst prediction with 721,799 reactions and 888 catalyst types from USPTO. Predict which catalyst facilitates the given reaction. Reactant: [NH2:1][C:2]1[CH:30]=[CH:29][C:5]2[NH:6][C:7]([C:12]3[C:13](=[O:28])[N:14]([CH2:23][CH2:24][CH:25]([CH3:27])[CH3:26])[C:15]4[C:20]([C:21]=3[OH:22])=[CH:19][CH:18]=[CH:17][N:16]=4)=[N:8][S:9](=[O:11])(=[O:10])[C:4]=2[CH:3]=1.[F:31][C:32]([F:43])([F:42])[C:33](O[C:33](=[O:34])[C:32]([F:43])([F:42])[F:31])=[O:34]. Product: [F:31][C:32]([F:43])([F:42])[C:33]([NH:1][C:2]1[CH:30]=[CH:29][C:5]2[NH:6][C:7]([C:12]3[C:13](=[O:28])[N:14]([CH2:23][CH2:24][CH:25]([CH3:27])[CH3:26])[C:15]4[C:20]([C:21]=3[OH:22])=[CH:19][CH:18]=[CH:17][N:16]=4)=[N:8][S:9](=[O:11])(=[O:10])[C:4]=2[CH:3]=1)=[O:34]. The catalyst class is: 22.